This data is from Full USPTO retrosynthesis dataset with 1.9M reactions from patents (1976-2016). The task is: Predict the reactants needed to synthesize the given product. Given the product [Br:1][C:2]1[CH:3]=[CH:4][C:5]([O:16][CH:17]([CH3:19])[CH3:18])=[C:6]([C:8]2[N:9]=[C:10]([NH2:15])[N:11]=[C:12]([NH:27][C:24]3[CH:25]=[CH:26][C:21]([Cl:20])=[CH:22][CH:23]=3)[CH:13]=2)[CH:7]=1, predict the reactants needed to synthesize it. The reactants are: [Br:1][C:2]1[CH:3]=[CH:4][C:5]([O:16][CH:17]([CH3:19])[CH3:18])=[C:6]([C:8]2[CH:13]=[C:12](Cl)[N:11]=[C:10]([NH2:15])[N:9]=2)[CH:7]=1.[Cl:20][C:21]1[CH:26]=[CH:25][C:24]([NH2:27])=[CH:23][CH:22]=1.